This data is from Forward reaction prediction with 1.9M reactions from USPTO patents (1976-2016). The task is: Predict the product of the given reaction. (1) Given the reactants [Br:1][C:2]1[CH:7]=[CH:6][C:5]([CH2:8]Br)=[CH:4][C:3]=1[Cl:10].[OH:11][C:12]1[CH:13]=[C:14]([CH2:18][CH2:19][C:20]([O:22][CH3:23])=[O:21])[CH:15]=[CH:16][CH:17]=1, predict the reaction product. The product is: [Br:1][C:2]1[CH:7]=[CH:6][C:5]([CH2:8][O:11][C:12]2[CH:13]=[C:14]([CH2:18][CH2:19][C:20]([O:22][CH3:23])=[O:21])[CH:15]=[CH:16][CH:17]=2)=[CH:4][C:3]=1[Cl:10]. (2) Given the reactants [N:1]1([CH2:7][CH2:8][NH:9][C:10]([C:12]2[NH:13][C:14]([CH:18]=[C:19]3[C:27]4[C:26](Cl)=[N:25][CH:24]=[N:23][C:22]=4[NH:21][C:20]3=[O:29])=[C:15]([CH3:17])[CH:16]=2)=[O:11])[CH2:6][CH2:5][O:4][CH2:3][CH2:2]1.[CH3:30][N:31]1[CH2:36][CH2:35][NH:34][CH2:33][CH2:32]1, predict the reaction product. The product is: [N:1]1([CH2:7][CH2:8][NH:9][C:10]([C:12]2[NH:13][C:14]([CH:18]=[C:19]3[C:27]4[C:26]([N:34]5[CH2:35][CH2:36][N:31]([CH3:30])[CH2:32][CH2:33]5)=[N:25][CH:24]=[N:23][C:22]=4[NH:21][C:20]3=[O:29])=[C:15]([CH3:17])[CH:16]=2)=[O:11])[CH2:6][CH2:5][O:4][CH2:3][CH2:2]1. (3) Given the reactants [Cl:1][C:2]1[C:3]2[CH:13]=[CH:12][C:11](=[O:14])[N:10]([C:15]3[C:20]([F:21])=[CH:19][CH:18]=[CH:17][C:16]=3[F:22])[C:4]=2[N:5]=[C:6]([S:8][CH3:9])[N:7]=1.C1C=C(Cl)C=C(C(OO)=[O:31])C=1, predict the reaction product. The product is: [Cl:1][C:2]1[C:3]2[CH:13]=[CH:12][C:11](=[O:14])[N:10]([C:15]3[C:16]([F:22])=[CH:17][CH:18]=[CH:19][C:20]=3[F:21])[C:4]=2[N:5]=[C:6]([S:8]([CH3:9])=[O:31])[N:7]=1. (4) Given the reactants [OH:1][C:2]1[CH:11]=[C:10]2[C:5]([CH:6]=[CH:7][N:8]([C:13]3[CH:14]=[C:15]([CH:20]=[CH:21][C:22]=3[CH3:23])[C:16]([O:18][CH3:19])=[O:17])[C:9]2=[O:12])=[CH:4][CH:3]=1.C1(N[S:31]([C:34]([F:37])([F:36])[F:35])(=[O:33])=[O:32])C=CC=CC=1.C(=O)([O-])[O-].[K+].[K+], predict the reaction product. The product is: [CH3:23][C:22]1[CH:21]=[CH:20][C:15]([C:16]([O:18][CH3:19])=[O:17])=[CH:14][C:13]=1[N:8]1[CH:7]=[CH:6][C:5]2[C:10](=[CH:11][C:2]([O:1][S:31]([C:34]([F:37])([F:36])[F:35])(=[O:33])=[O:32])=[CH:3][CH:4]=2)[C:9]1=[O:12]. (5) Given the reactants [CH2:1]([O:8][C:9]1[C:10]([N+:36]([O-])=O)=[CH:11][C:12]2[CH2:13][C@H:14]3[N:25]([C:26]([O:28][CH2:29][C:30]4[CH:35]=[CH:34][CH:33]=[CH:32][CH:31]=4)=[O:27])[CH2:24][CH2:23][C@@:20]4([C:21]=2[CH:22]=1)[C@H:15]3[CH2:16][CH2:17][CH2:18][CH2:19]4)[C:2]1[CH:7]=[CH:6][CH:5]=[CH:4][CH:3]=1.O.NN, predict the reaction product. The product is: [NH2:36][C:10]1[C:9]([O:8][CH2:1][C:2]2[CH:7]=[CH:6][CH:5]=[CH:4][CH:3]=2)=[CH:22][C:21]2[C@:20]34[CH2:23][CH2:24][N:25]([C:26]([O:28][CH2:29][C:30]5[CH:31]=[CH:32][CH:33]=[CH:34][CH:35]=5)=[O:27])[C@@H:14]([C@@H:15]3[CH2:16][CH2:17][CH2:18][CH2:19]4)[CH2:13][C:12]=2[CH:11]=1. (6) Given the reactants C[Sn](C)(C)[C:3]1[CH:8]=[CH:7][N:6]=[CH:5][CH:4]=1.[C:11]([O:15][N:16]([C@H:19]([C:27]1[N:28]([CH3:39])[C:29]([C:32]2[CH:37]=[CH:36][C:35](Br)=[CH:34][CH:33]=2)=[CH:30][N:31]=1)[CH2:20][C:21]1[CH:26]=[CH:25][CH:24]=[CH:23][N:22]=1)[CH:17]=[O:18])([CH3:14])([CH3:13])[CH3:12].[Cl-].[Li+].[F-].[K+], predict the reaction product. The product is: [C:11]([O:15][N:16]([C@H:19]([C:27]1[N:28]([CH3:39])[C:29]([C:32]2[CH:37]=[CH:36][C:35]([C:3]3[CH:8]=[CH:7][N:6]=[CH:5][CH:4]=3)=[CH:34][CH:33]=2)=[CH:30][N:31]=1)[CH2:20][C:21]1[CH:26]=[CH:25][CH:24]=[CH:23][N:22]=1)[CH:17]=[O:18])([CH3:14])([CH3:13])[CH3:12].